Predict the product of the given reaction. From a dataset of Forward reaction prediction with 1.9M reactions from USPTO patents (1976-2016). (1) Given the reactants [CH:1]1([C:4]2[N:9]=[C:8]([CH3:10])[C:7]3[O:11][C:12]([CH3:16])([CH3:15])[O:13][CH2:14][C:6]=3[C:5]=2[CH:17]=O)[CH2:3][CH2:2]1.[NH2:19][C:20]1[CH:27]=[CH:26][C:23]([C:24]#[N:25])=[CH:22][CH:21]=1, predict the reaction product. The product is: [CH:1]1([C:4]2[C:5]([CH2:17][NH:19][C:20]3[CH:27]=[CH:26][C:23]([C:24]#[N:25])=[CH:22][CH:21]=3)=[C:6]3[CH2:14][O:13][C:12]([CH3:15])([CH3:16])[O:11][C:7]3=[C:8]([CH3:10])[N:9]=2)[CH2:2][CH2:3]1. (2) Given the reactants [CH3:1][C:2]1[O:6][C:5]([CH:7]=[O:8])=[CH:4][CH:3]=1.CC(=CC)C.P([O-])(O)(O)=[O:15].[Na+].Cl([O-])=O.[Na+].Cl, predict the reaction product. The product is: [CH3:1][C:2]1[O:6][C:5]([C:7]([OH:15])=[O:8])=[CH:4][CH:3]=1.